Predict the product of the given reaction. From a dataset of Forward reaction prediction with 1.9M reactions from USPTO patents (1976-2016). (1) Given the reactants [NH2:1][C:2]1[CH:3]=[CH:4][CH:5]=[C:6]2[C:11]=1[N:10]=[CH:9][CH:8]=[CH:7]2.Cl.Cl[CH2:14][CH2:15][NH:16][CH2:17][CH2:18]Cl.C(O)CCCCC.[OH-].[Na+], predict the reaction product. The product is: [N:10]1[C:11]2[C:6](=[CH:5][CH:4]=[CH:3][C:2]=2[N:1]2[CH2:18][CH2:17][NH:16][CH2:15][CH2:14]2)[CH:7]=[CH:8][CH:9]=1. (2) Given the reactants [C:1](Cl)(=[O:4])[CH:2]=[CH2:3].[CH3:6][O:7][C:8]1[CH:13]=[C:12]([C:14]2[CH2:15][CH2:16][N:17]([CH3:20])[CH2:18][CH:19]=2)[C:11]([NH2:21])=[CH:10][C:9]=1[NH:22][C:23]1[N:28]=[C:27]([C:29]2[CH:30]=[N:31][N:32]3[CH2:37][CH2:36][CH2:35][CH2:34][C:33]=23)[CH:26]=[CH:25][N:24]=1, predict the reaction product. The product is: [CH3:6][O:7][C:8]1[C:9]([NH:22][C:23]2[N:28]=[C:27]([C:29]3[CH:30]=[N:31][N:32]4[CH2:37][CH2:36][CH2:35][CH2:34][C:33]=34)[CH:26]=[CH:25][N:24]=2)=[CH:10][C:11]([NH:21][C:1](=[O:4])[CH:2]=[CH2:3])=[C:12]([C:14]2[CH2:15][CH2:16][N:17]([CH3:20])[CH2:18][CH:19]=2)[CH:13]=1. (3) Given the reactants Cl[C:2]1[C:7]([Cl:8])=[N:6][CH:5]=[CH:4][N:3]=1.[CH3:9][C:10]1[CH:11]=[C:12]([CH:14]=[C:15]([CH3:17])[CH:16]=1)[NH2:13].C(=O)([O-])[O-].[Na+].[Na+].O, predict the reaction product. The product is: [Cl:8][C:7]1[C:2]([NH:13][C:12]2[CH:14]=[C:15]([CH3:17])[CH:16]=[C:10]([CH3:9])[CH:11]=2)=[N:3][CH:4]=[CH:5][N:6]=1. (4) Given the reactants [Br:1][C:2]1[CH:3]=[CH:4][C:5]([Cl:11])=[C:6]([CH:10]=1)[C:7]([OH:9])=O.[C:12](Cl)(=O)[C:13](Cl)=O.CN(C=O)C, predict the reaction product. The product is: [Br:1][C:2]1[CH:3]=[CH:4][C:5]([Cl:11])=[C:6]([C:7]([C:2]2[CH:3]=[CH:4][C:12]([CH3:13])=[CH:6][CH:10]=2)=[O:9])[CH:10]=1. (5) Given the reactants [C:1]([Si:5]([CH3:37])([CH3:36])[O:6][CH2:7][CH2:8][NH:9][C:10]1[CH:15]=[CH:14][C:13]([NH:16][C:17]([C:19]2[CH:24]=[CH:23][C:22]([O:25][CH3:26])=[CH:21][C:20]=2[NH:27][C:28]([C:30]2[S:31][C:32]([Cl:35])=[CH:33][CH:34]=2)=[O:29])=[O:18])=[CH:12][CH:11]=1)([CH3:4])([CH3:3])[CH3:2].[N:38]#[C:39]Br.C(=O)(O)[O-].[Na+], predict the reaction product. The product is: [Si:5]([O:6][CH2:7][CH2:8][N:9]([C:39]#[N:38])[C:10]1[CH:11]=[CH:12][C:13]([NH:16][C:17]([C:19]2[CH:24]=[CH:23][C:22]([O:25][CH3:26])=[CH:21][C:20]=2[NH:27][C:28]([C:30]2[S:31][C:32]([Cl:35])=[CH:33][CH:34]=2)=[O:29])=[O:18])=[CH:14][CH:15]=1)([C:1]([CH3:2])([CH3:4])[CH3:3])([CH3:37])[CH3:36]. (6) Given the reactants [C:1]([O:5][C:6](=[O:23])[N:7]([CH2:9][C:10]1[CH:14]=[C:13]([C:15]2[CH:20]=[C:19]([F:21])[CH:18]=[CH:17][C:16]=2[F:22])[NH:12][CH:11]=1)[CH3:8])([CH3:4])([CH3:3])[CH3:2].[H-].[Na+].C1OCCOCCOCCOCCOC1.Cl.[N:42]1[CH:47]=[CH:46][CH:45]=[C:44]([S:48](Cl)(=[O:50])=[O:49])[CH:43]=1, predict the reaction product. The product is: [C:1]([O:5][C:6](=[O:23])[N:7]([CH2:9][C:10]1[CH:14]=[C:13]([C:15]2[CH:20]=[C:19]([F:21])[CH:18]=[CH:17][C:16]=2[F:22])[N:12]([S:48]([C:44]2[CH:43]=[N:42][CH:47]=[CH:46][CH:45]=2)(=[O:50])=[O:49])[CH:11]=1)[CH3:8])([CH3:4])([CH3:2])[CH3:3]. (7) Given the reactants P(Cl)(Cl)([Cl:3])=O.[CH:6]1[CH:7]=[CH:8][C:9]2[C:10](=[CH:12][N:13]=[N:14][C:15]=2O)[CH:11]=1, predict the reaction product. The product is: [ClH:3].[Cl:3][C:15]1[C:9]2[C:10](=[CH:11][CH:6]=[CH:7][CH:8]=2)[CH:12]=[N:13][N:14]=1. (8) Given the reactants [C:1]([O-])([O-:3])=[O:2].[K+].[K+].F[B-](F)(F)F.F[B-](F)(F)F.C1(P(C2CCCCC2)CCCP(C2CCCCC2)C2CCCCC2)CCCCC1.[C:46]([O:50][C:51]([N:53]1[CH2:61][C:60]2[C:55](=[CH:56][CH:57]=[C:58](Cl)[CH:59]=2)[CH:54]1[CH:63]([CH3:65])[CH3:64])=[O:52])([CH3:49])([CH3:48])[CH3:47].C(O)CCC, predict the reaction product. The product is: [C:46]([O:50][C:51]([N:53]1[CH2:61][C:60]2[C:55](=[CH:56][CH:57]=[C:58]([C:1]([OH:3])=[O:2])[CH:59]=2)[CH:54]1[CH:63]([CH3:65])[CH3:64])=[O:52])([CH3:49])([CH3:48])[CH3:47]. (9) Given the reactants [Cl:1][C:2]1[N:7]=[C:6]([O:8][C:9]2[CH:10]=[C:11]([CH2:16][OH:17])[CH:12]=[C:13]([CH3:15])[CH:14]=2)[C:5]([CH:18]([CH3:20])[CH3:19])=[C:4]([Cl:21])[N:3]=1.C1C=C[NH+]=CC=1.[O-][Cr](Cl)(=O)=O, predict the reaction product. The product is: [Cl:1][C:2]1[N:7]=[C:6]([O:8][C:9]2[CH:10]=[C:11]([CH:12]=[C:13]([CH3:15])[CH:14]=2)[CH:16]=[O:17])[C:5]([CH:18]([CH3:19])[CH3:20])=[C:4]([Cl:21])[N:3]=1. (10) Given the reactants Br[C:2](=[CH2:7])[CH2:3][CH2:4][CH2:5][OH:6].[C:8]([C:10]1[CH:11]=[C:12](B(O)O)[CH:13]=[CH:14][CH:15]=1)#[N:9].C(=O)([O-])[O-].[K+].[K+], predict the reaction product. The product is: [OH:6][CH2:5][CH2:4][CH2:3][C:2]([C:12]1[CH:11]=[C:10]([CH:15]=[CH:14][CH:13]=1)[C:8]#[N:9])=[CH2:7].